From a dataset of Full USPTO retrosynthesis dataset with 1.9M reactions from patents (1976-2016). Predict the reactants needed to synthesize the given product. (1) Given the product [Cl-:1].[Cl:1][C:2]1[CH:22]=[CH:21][CH:20]=[CH:19][C:3]=1[CH2:4][N:5]1[C:13](=[O:14])[C:12]2[C:7](=[CH:8][CH:9]=[C:10]([C:15]([NH:31][CH2:30][CH2:29][NH+:23]3[CH2:28][CH2:27][CH2:26][CH2:25][CH2:24]3)=[O:17])[CH:11]=2)[C:6]1=[O:18], predict the reactants needed to synthesize it. The reactants are: [Cl:1][C:2]1[CH:22]=[CH:21][CH:20]=[CH:19][C:3]=1[CH2:4][N:5]1[C:13](=[O:14])[C:12]2[C:7](=[CH:8][CH:9]=[C:10]([C:15]([OH:17])=O)[CH:11]=2)[C:6]1=[O:18].[N:23]1([CH2:29][CH2:30][NH2:31])[CH2:28][CH2:27][CH2:26][CH2:25][CH2:24]1. (2) The reactants are: [NH2:1][C:2]1[CH:3]=[CH:4][C:5]([CH3:35])=[C:6]([N:8]2[CH2:33][CH2:32][C:11]3[N:12]=[C:13]([NH:16][C:17]4[CH:22]=[CH:21][C:20]([C:23]([N:25]5[CH2:30][CH2:29][N:28]([CH3:31])[CH2:27][CH2:26]5)=[O:24])=[CH:19][CH:18]=4)[N:14]=[CH:15][C:10]=3[C:9]2=[O:34])[CH:7]=1.[F:36][C:37]([F:48])([F:47])[C:38]1[CH:39]=[C:40]([CH:44]=[CH:45][CH:46]=1)[C:41](O)=[O:42].CCN(C(C)C)C(C)C.CN(C(ON1N=NC2C=CC=NC1=2)=[N+](C)C)C.F[P-](F)(F)(F)(F)F. Given the product [CH3:35][C:5]1[CH:4]=[CH:3][C:2]([NH:1][C:41](=[O:42])[C:40]2[CH:44]=[CH:45][CH:46]=[C:38]([C:37]([F:36])([F:47])[F:48])[CH:39]=2)=[CH:7][C:6]=1[N:8]1[CH2:33][CH2:32][C:11]2[N:12]=[C:13]([NH:16][C:17]3[CH:18]=[CH:19][C:20]([C:23]([N:25]4[CH2:26][CH2:27][N:28]([CH3:31])[CH2:29][CH2:30]4)=[O:24])=[CH:21][CH:22]=3)[N:14]=[CH:15][C:10]=2[C:9]1=[O:34], predict the reactants needed to synthesize it. (3) Given the product [ClH:1].[Cl:1][C:2]1[CH:3]=[C:4]2[C:8](=[CH:9][CH:10]=1)[NH:7][C:6]([C:11]([NH:56][C@@H:52]1[CH2:53][CH2:54][CH2:55][C@H:51]1[NH:50][C:48]([C:46]1[S:47][C:41]3[CH2:40][N:39]([CH3:38])[CH2:44][CH2:43][C:42]=3[N:45]=1)=[O:49])=[O:13])=[CH:5]2, predict the reactants needed to synthesize it. The reactants are: [Cl:1][C:2]1[CH:3]=[C:4]2[C:8](=[CH:9][CH:10]=1)[NH:7][C:6]([C:11]([OH:13])=O)=[CH:5]2.Cl.CN(C)CCCN=C=NCC.O.ON1C2C=CC=CC=2N=N1.Cl.[CH3:38][N:39]1[CH2:44][CH2:43][C:42]2[N:45]=[C:46]([C:48]([NH:50][C@@H:51]3[CH2:55][CH2:54][CH2:53][C@H:52]3[NH2:56])=[O:49])[S:47][C:41]=2[CH2:40]1.